This data is from Full USPTO retrosynthesis dataset with 1.9M reactions from patents (1976-2016). The task is: Predict the reactants needed to synthesize the given product. (1) Given the product [N:16]12[CH2:21][CH2:20][CH:19]([CH2:22][CH2:23]1)[C@@H:18]([NH:24][C:25]([C:27]1[O:28][C:29]3[CH:35]=[C:34]([C:10]4[CH:11]=[CH:12][C:7]([N:1]5[CH2:6][CH2:5][O:4][CH2:3][CH2:2]5)=[CH:8][CH:9]=4)[CH:33]=[CH:32][C:30]=3[CH:31]=1)=[O:26])[CH2:17]2, predict the reactants needed to synthesize it. The reactants are: [N:1]1([C:7]2[CH:12]=[CH:11][C:10](B(O)O)=[CH:9][CH:8]=2)[CH2:6][CH2:5][O:4][CH2:3][CH2:2]1.[N:16]12[CH2:23][CH2:22][CH:19]([CH2:20][CH2:21]1)[C@@H:18]([NH:24][C:25]([C:27]1[O:28][C:29]3[CH:35]=[C:34](Br)[CH:33]=[CH:32][C:30]=3[CH:31]=1)=[O:26])[CH2:17]2.[OH-].[Na+]. (2) Given the product [OH:32][C:31]1[N:4]=[C:2]([CH3:3])[NH:5][C:26](=[O:27])[C:25]=1[CH2:24][C:21]1[CH:22]=[CH:23][C:18]([C:13]2[C:12]([C:10]#[N:11])=[CH:17][CH:16]=[CH:15][CH:14]=2)=[CH:19][CH:20]=1, predict the reactants needed to synthesize it. The reactants are: Cl.[C:2]([NH2:5])(=[NH:4])[CH3:3].[O-]CC.[Na+].[C:10]([C:12]1[CH:17]=[CH:16][CH:15]=[CH:14][C:13]=1[C:18]1[CH:23]=[CH:22][C:21]([CH2:24][CH:25]([C:31](OCC)=[O:32])[C:26](OCC)=[O:27])=[CH:20][CH:19]=1)#[N:11].O1CCOCC1. (3) Given the product [CH2:1]([O:3][C:4]([CH:6]([CH2:14][CH3:15])[CH2:7][N:8]([C:22]([O:24][C:25]([CH3:28])([CH3:27])[CH3:26])=[O:23])[C@H:9]([C:11]([OH:13])=[O:12])[CH3:10])=[O:5])[CH3:2], predict the reactants needed to synthesize it. The reactants are: [CH2:1]([O:3][C:4]([CH:6]([CH2:14][CH3:15])[CH2:7][NH:8][C@H:9]([C:11]([OH:13])=[O:12])[CH3:10])=[O:5])[CH3:2].C(=O)([O-])[O-].[K+].[K+].[C:22](O[C:22]([O:24][C:25]([CH3:28])([CH3:27])[CH3:26])=[O:23])([O:24][C:25]([CH3:28])([CH3:27])[CH3:26])=[O:23].O.